Predict the reaction yield, written as a fraction of the theoretical maximum amount of product (1.0 means a 100% yield; for example, 0.34 means a 34% yield). From a dataset of Reaction yield outcomes from USPTO patents with 853,638 reactions. (1) The reactants are [Cl:1][C:2]1[CH:25]=[CH:24][C:5]([CH2:6][NH:7][C:8]([C:10]2[C:11]([OH:23])=[C:12]3[CH:18]=[C:17]([CH2:19][CH2:20][CH2:21][OH:22])[S:16][C:13]3=[N:14][CH:15]=2)=[O:9])=[CH:4][CH:3]=1.C([O-])([O-])=O.[K+].[K+].Br[CH2:33][CH2:34][OH:35].[H-].[Na+]. The catalyst is CN(C=O)C. The product is [Cl:1][C:2]1[CH:3]=[CH:4][C:5]([CH2:6][NH:7][C:8]([C:10]2[C:11](=[O:23])[C:12]3[CH:18]=[C:17]([CH2:19][CH2:20][CH2:21][OH:22])[S:16][C:13]=3[N:14]([CH2:33][CH2:34][OH:35])[CH:15]=2)=[O:9])=[CH:24][CH:25]=1. The yield is 0.390. (2) The product is [P:1]([O:13][CH2:14][CH2:15][N:16]1[C:24]2[C:19](=[CH:20][C:21]([O:25][C:26]3[CH:31]=[CH:30][C:29]([F:32])=[CH:28][C:27]=3[CH2:33][NH:34][C:35]([NH:37][C:38]3[N:42]([C:43]4[CH:44]=[CH:45][C:46]([CH3:49])=[CH:47][CH:48]=4)[N:41]=[C:40]([C:50]([CH3:53])([CH3:52])[CH3:51])[CH:39]=3)=[O:36])=[CH:22][CH:23]=2)[CH:18]=[N:17]1)([OH:8])([OH:3])=[O:2]. The reactants are [P:1]([O:13][CH2:14][CH2:15][N:16]1[C:24]2[C:19](=[CH:20][C:21]([O:25][C:26]3[CH:31]=[CH:30][C:29]([F:32])=[CH:28][C:27]=3[CH2:33][NH:34][C:35]([NH:37][C:38]3[N:42]([C:43]4[CH:48]=[CH:47][C:46]([CH3:49])=[CH:45][CH:44]=4)[N:41]=[C:40]([C:50]([CH3:53])([CH3:52])[CH3:51])[CH:39]=3)=[O:36])=[CH:22][CH:23]=2)[CH:18]=[N:17]1)([O:8]C(C)(C)C)([O:3]C(C)(C)C)=[O:2].Cl.CC(O)C. The catalyst is CCO. The yield is 0.910. (3) The reactants are Br[CH:2]1[C:5]2[CH:6]=[CH:7][CH:8]=[CH:9][C:4]=2[CH2:3]1.[CH2:10]([OH:13])[CH2:11][OH:12].O. The catalyst is F[B-](F)(F)F.[Ag+].CCOCC. The product is [CH:2]1([O:12][CH2:11][CH2:10][OH:13])[C:5]2[CH:6]=[CH:7][CH:8]=[CH:9][C:4]=2[CH2:3]1. The yield is 0.790. (4) The reactants are [C:1]([O:5][C:6]([NH:8][C:9]1[CH:14]=[C:13]([CH2:15][C:16](OCC)=[O:17])[CH:12]=[CH:11][N:10]=1)=[O:7])([CH3:4])([CH3:3])[CH3:2].CC(C[AlH]CC(C)C)C.O. The catalyst is C1COCC1. The product is [OH:17][CH2:16][CH2:15][C:13]1[CH:12]=[CH:11][N:10]=[C:9]([NH:8][C:6](=[O:7])[O:5][C:1]([CH3:3])([CH3:2])[CH3:4])[CH:14]=1. The yield is 0.640. (5) The reactants are Cl[C:2]1[C:7]2[N:8]=[C:9]([S:12][CH3:13])[N:10]=[CH:11][C:6]=2[CH:5]=[CH:4][N:3]=1.[CH2:14]([NH2:19])[C:15]([CH3:18])([CH3:17])[CH3:16]. The catalyst is CN1C(=O)CCC1.C([O-])(O)=O.[Na+].CCOC(C)=O. The product is [CH3:13][S:12][C:9]1[N:10]=[CH:11][C:6]2[CH:5]=[CH:4][N:3]=[C:2]([NH:19][CH2:14][C:15]([CH3:18])([CH3:17])[CH3:16])[C:7]=2[N:8]=1. The yield is 0.740. (6) The reactants are Cl[CH2:2][CH2:3][CH2:4][N:5]1[C:13](=[O:14])[N:8]2[CH:9]=[CH:10][CH:11]=[CH:12][C:7]2=[N:6]1.[NH:15]1[CH2:20][CH:19]=[C:18]([C:21]2[C:29]3[C:24](=[CH:25][CH:26]=[CH:27][CH:28]=3)[NH:23][CH:22]=2)[CH2:17][CH2:16]1.[I-].[K+].C(=O)([O-])[O-].[K+].[K+]. The catalyst is O.CC(C)=O. The product is [NH:23]1[C:24]2[C:29](=[CH:28][CH:27]=[CH:26][CH:25]=2)[C:21]([C:18]2[CH2:19][CH2:20][N:15]([CH2:2][CH2:3][CH2:4][N:5]3[C:13](=[O:14])[N:8]4[CH:9]=[CH:10][CH:11]=[CH:12][C:7]4=[N:6]3)[CH2:16][CH:17]=2)=[CH:22]1. The yield is 0.590. (7) The catalyst is CN(C=O)C. The reactants are [H-].[Na+].[F:3][C:4]1[CH:9]=[CH:8][C:7]([CH2:10][C:11]#[N:12])=[CH:6][CH:5]=1.Br[CH2:14][C:15]([O:20][CH3:21])([O:18][CH3:19])[CH2:16]Br. The yield is 0.400. The product is [F:3][C:4]1[CH:9]=[CH:8][C:7]([C:10]2([C:11]#[N:12])[CH2:16][C:15]([O:20][CH3:21])([O:18][CH3:19])[CH2:14]2)=[CH:6][CH:5]=1.